Dataset: Peptide-MHC class I binding affinity with 185,985 pairs from IEDB/IMGT. Task: Regression. Given a peptide amino acid sequence and an MHC pseudo amino acid sequence, predict their binding affinity value. This is MHC class I binding data. (1) The peptide sequence is AEALLADGL. The binding affinity (normalized) is 0.0847. The MHC is HLA-A26:02 with pseudo-sequence HLA-A26:02. (2) The peptide sequence is FPSNMMVVT. The MHC is HLA-A02:12 with pseudo-sequence HLA-A02:12. The binding affinity (normalized) is 0.0847.